This data is from Reaction yield outcomes from USPTO patents with 853,638 reactions. The task is: Predict the reaction yield, written as a fraction of the theoretical maximum amount of product (1.0 means a 100% yield; for example, 0.34 means a 34% yield). (1) The reactants are C(OC(=O)[NH:7][CH2:8][C:9]([CH3:31])([C:11]1[CH:16]=[CH:15][C:14]([CH2:17][C:18](=[O:30])[C:19]2[C:28](=[O:29])[C:27]3[C:22](=[CH:23][CH:24]=[CH:25][CH:26]=3)[NH:21][CH:20]=2)=[CH:13][CH:12]=1)[CH3:10])(C)(C)C.C(O)(C(F)(F)F)=O.[OH-].[Na+]. The catalyst is C(Cl)Cl. The product is [NH2:7][CH2:8][C:9]([C:11]1[CH:16]=[CH:15][C:14]([CH2:17][C:18]([C:19]2[C:28](=[O:29])[C:27]3[C:22](=[CH:23][CH:24]=[CH:25][CH:26]=3)[NH:21][CH:20]=2)=[O:30])=[CH:13][CH:12]=1)([CH3:10])[CH3:31]. The yield is 0.910. (2) The reactants are [C:1]([C:3]1[C:4](OCC(N)=O)=[N:5][C:6]([C:9]2[O:10][CH:11]=[CH:12][CH:13]=2)=[CH:7][CH:8]=1)#[N:2].C(=O)([O-])[O-].[K+].[K+].C[N:26](C)C=O. The catalyst is O.C(OCC)(=O)C. The product is [NH2:26][C:4]1[N:5]=[C:6]([C:9]2[O:10][CH:11]=[CH:12][CH:13]=2)[CH:7]=[CH:8][C:3]=1[C:1]#[N:2]. The yield is 0.630. (3) The reactants are [CH3:1][N:2]1[CH2:7][CH2:6][CH:5]([OH:8])[CH2:4][CH2:3]1.[H-].[Na+].F[C:12]1[CH:17]=[CH:16][C:15]([I:18])=[CH:14][CH:13]=1. The product is [I:18][C:15]1[CH:16]=[CH:17][C:12]([O:8][CH:5]2[CH2:6][CH2:7][N:2]([CH3:1])[CH2:3][CH2:4]2)=[CH:13][CH:14]=1. The yield is 0.670. The catalyst is CN(C=O)C. (4) The reactants are [H-].[Na+].[C:3]1([CH2:9][CH2:10][CH:11]([C:17]([O:19][CH2:20][CH3:21])=[O:18])[C:12]([O:14][CH2:15][CH3:16])=[O:13])[CH:8]=[CH:7][CH:6]=[CH:5][CH:4]=1.Br[CH2:23][C:24]([C:26]1[CH:31]=[CH:30][C:29]([Br:32])=[CH:28][CH:27]=1)=[O:25].Cl. The catalyst is O1CCCC1. The product is [Br:32][C:29]1[CH:30]=[CH:31][C:26]([C:24](=[O:25])[CH2:23][C:11]([CH2:10][CH2:9][C:3]2[CH:4]=[CH:5][CH:6]=[CH:7][CH:8]=2)([C:17]([O:19][CH2:20][CH3:21])=[O:18])[C:12]([O:14][CH2:15][CH3:16])=[O:13])=[CH:27][CH:28]=1. The yield is 0.610. (5) The reactants are O[CH2:2][C:3]([NH:6][C:7](=[O:22])[C:8]1[C:13]([O:14][CH3:15])=[CH:12][C:11]([C:16]([F:19])([F:18])[F:17])=[CH:10][C:9]=1[O:20][CH3:21])([CH3:5])[CH3:4].S(Cl)(Cl)=O.C(=O)([O-])[O-].[Na+].[Na+]. The catalyst is ClCCl.O. The product is [CH3:21][O:20][C:9]1[CH:10]=[C:11]([C:16]([F:19])([F:18])[F:17])[CH:12]=[C:13]([O:14][CH3:15])[C:8]=1[C:7]1[O:22][CH2:4][C:3]([CH3:2])([CH3:5])[N:6]=1. The yield is 0.898. (6) The reactants are [Cl:1][C:2]1[CH:3]=[C:4]([O:14][CH3:15])[C:5]2[O:9][C:8]([CH2:11][OH:12])([CH3:10])[CH2:7][C:6]=2[CH:13]=1.[C:16]1([CH3:26])[CH:21]=[CH:20][C:19]([S:22](Cl)(=[O:24])=[O:23])=[CH:18][CH:17]=1.C(N(C(C)C)CC)(C)C.CC1C=CC(S(OCC2CC3C=CC=C(OC)C=3O2)(=O)=O)=CC=1. The catalyst is CN(C)C1C=CN=CC=1. The product is [CH3:26][C:16]1[CH:21]=[CH:20][C:19]([S:22]([O:12][CH2:11][C:8]2([CH3:10])[CH2:7][C:6]3[CH:13]=[C:2]([Cl:1])[CH:3]=[C:4]([O:14][CH3:15])[C:5]=3[O:9]2)(=[O:24])=[O:23])=[CH:18][CH:17]=1. The yield is 0.760. (7) The reactants are C([O:3][C:4]([C:6]1[S:10][C:9]([NH:11][C:12](=[O:28])[CH:13]([C:20]2[CH:25]=[CH:24][C:23]([Cl:26])=[C:22]([Cl:27])[CH:21]=2)[CH2:14][CH:15]2[CH2:19][CH2:18][CH2:17][CH2:16]2)=[N:8][CH:7]=1)=[O:5])C.[OH-].[Na+]. The catalyst is C(O)C. The product is [CH:15]1([CH2:14][CH:13]([C:20]2[CH:25]=[CH:24][C:23]([Cl:26])=[C:22]([Cl:27])[CH:21]=2)[C:12]([NH:11][C:9]2[S:10][C:6]([C:4]([OH:5])=[O:3])=[CH:7][N:8]=2)=[O:28])[CH2:19][CH2:18][CH2:17][CH2:16]1. The yield is 0.220. (8) The reactants are [O:1]=[C:2]1[C:7]([C:8]([O:10][CH2:11][CH3:12])=[O:9])=[CH:6][NH:5][C:4](=[S:13])[NH:3]1.[Cl:14][C:15]1[CH:20]=[CH:19][C:18]([O:21][C:22]2[CH:27]=[CH:26][C:25]([CH2:28]Cl)=[CH:24][CH:23]=2)=[CH:17][C:16]=1[C:30]([F:33])([F:32])[F:31].C([O-])([O-])=O.[K+].[K+].O. The catalyst is CN(C=O)C. The product is [Cl:14][C:15]1[CH:20]=[CH:19][C:18]([O:21][C:22]2[CH:23]=[CH:24][C:25]([CH2:28][S:13][C:4]3[NH:5][CH:6]=[C:7]([C:8]([O:10][CH2:11][CH3:12])=[O:9])[C:2](=[O:1])[N:3]=3)=[CH:26][CH:27]=2)=[CH:17][C:16]=1[C:30]([F:31])([F:32])[F:33]. The yield is 1.00. (9) The catalyst is CN(C=O)C. The reactants are [CH3:1][C:2]1[O:6][N:5]=[C:4]([C:7]2[CH:12]=[CH:11][CH:10]=[CH:9][CH:8]=2)[C:3]=1[CH2:13][O:14][C:15]1[CH:23]=[CH:22][C:18]([C:19]([OH:21])=O)=[CH:17][N:16]=1.[NH2:24][N:25]1[CH2:30][CH2:29][O:28][CH2:27][CH2:26]1.F[B-](F)(F)F.N1(OC(N(C)C)=[N+](C)C)C2C=CC=CC=2N=N1.C(N(CC)C(C)C)(C)C. The product is [CH3:1][C:2]1[O:6][N:5]=[C:4]([C:7]2[CH:8]=[CH:9][CH:10]=[CH:11][CH:12]=2)[C:3]=1[CH2:13][O:14][C:15]1[CH:23]=[CH:22][C:18]([C:19]([NH:24][N:25]2[CH2:30][CH2:29][O:28][CH2:27][CH2:26]2)=[O:21])=[CH:17][N:16]=1. The yield is 0.400. (10) The reactants are Br[C:2]1[C:11]2[C:6](=[CH:7][C:8]([C:12]3[CH:17]=[CH:16][CH:15]=[C:14]([OH:18])[CH:13]=3)=[CH:9][CH:10]=2)[CH:5]=[CH:4][C:3]=1[OH:19].[O:20]1[CH2:25][CH2:24][N:23]([C:26]2[CH:31]=[CH:30][C:29](OB(O)O)=[CH:28][CH:27]=2)[CH2:22][CH2:21]1. No catalyst specified. The product is [OH:18][C:14]1[CH:13]=[C:12]([C:8]2[CH:9]=[C:10]3[C:5](=[CH:6][CH:7]=2)[C:4]([C:29]2[CH:28]=[CH:27][C:26]([N:23]4[CH2:22][CH2:21][O:20][CH2:25][CH2:24]4)=[CH:31][CH:30]=2)=[C:3]([OH:19])[CH:2]=[CH:11]3)[CH:17]=[CH:16][CH:15]=1. The yield is 0.0700.